This data is from Reaction yield outcomes from USPTO patents with 853,638 reactions. The task is: Predict the reaction yield, written as a fraction of the theoretical maximum amount of product (1.0 means a 100% yield; for example, 0.34 means a 34% yield). (1) The reactants are [Cl:1][C:2]1[N:7]=[C:6]([NH:8][NH:9][C:10](=[O:30])[C@H:11]([CH2:24][CH:25]2[CH2:29][CH2:28][CH2:27][CH2:26]2)[CH2:12][N:13]([O:16]CC2C=CC=CC=2)[CH:14]=[O:15])[C:5]([F:31])=[C:4]([NH:32][CH:33]2[CH2:38][CH2:37][O:36][CH2:35][CH2:34]2)[N:3]=1. The catalyst is [OH-].[OH-].[Pd+2].CO. The product is [Cl:1][C:2]1[N:7]=[C:6]([NH:8][NH:9][C:10](=[O:30])[C@H:11]([CH2:24][CH:25]2[CH2:26][CH2:27][CH2:28][CH2:29]2)[CH2:12][N:13]([OH:16])[CH:14]=[O:15])[C:5]([F:31])=[C:4]([NH:32][CH:33]2[CH2:38][CH2:37][O:36][CH2:35][CH2:34]2)[N:3]=1. The yield is 0.0900. (2) The reactants are [CH2:1]([C:3]1[N:4]([CH2:8][C:9]2[CH:10]=[C:11]([C:15]3[CH:19]=[C:18]([CH2:20][CH:21]([CH3:23])[CH3:22])[S:17][C:16]=3[S:24]([NH:27]C(C)(C)C)(=[O:26])=[O:25])[CH:12]=[CH:13][CH:14]=2)[CH:5]=[CH:6][N:7]=1)[CH3:2].B(Cl)(Cl)Cl.N1(C2C=CC=CN=2)CCCC1.Cl[C:48]([O:50][CH2:51][CH2:52][CH2:53][CH3:54])=[O:49].C(O)(=O)CC(CC(O)=O)(C(O)=O)O. The catalyst is C(Cl)Cl. The product is [CH2:51]([O:50][C:48]([NH:27][S:24]([C:16]1[S:17][C:18]([CH2:20][CH:21]([CH3:22])[CH3:23])=[CH:19][C:15]=1[C:11]1[CH:12]=[CH:13][CH:14]=[C:9]([CH2:8][N:4]2[CH:5]=[CH:6][N:7]=[C:3]2[CH2:1][CH3:2])[CH:10]=1)(=[O:26])=[O:25])=[O:49])[CH2:52][CH2:53][CH3:54]. The yield is 0.730. (3) The reactants are [CH3:1][O:2][CH:3]([O:11]C)/[C:4](/[C:7](OC)=O)=[CH:5]/[O-].[Na+].Cl.[NH2:15][C:16]([NH2:18])=[NH:17].O. The catalyst is CN(C=O)C. The product is [NH2:18][C:16]1[N:17]=[CH:7][C:4]([C:3]([O:2][CH3:1])=[O:11])=[CH:5][N:15]=1. The yield is 0.610. (4) The reactants are Cl.Br[C:3]1[CH:12]=[C:11]2[C:6]([C:7]([NH:13][C:14]3[CH:19]=[CH:18][C:17]([F:20])=[C:16]([Cl:21])[CH:15]=3)=[N:8][CH:9]=[N:10]2)=[CH:5][C:4]=1[N+:22]([O-:24])=[O:23].[CH3:25][C:26]([N:30]1[CH2:35][CH2:34][N:33]([CH3:36])[CH2:32][CH2:31]1)([CH3:29])[C:27]#[CH:28].C(N(CC)CC)C.C1(P(C2C=CC=CC=2)C2C=CC=CC=2)C=CC=CC=1.N. The catalyst is CS(C)=O.[Cu](Cl)Cl.C([O-])(=O)C.[Pd+2].C([O-])(=O)C.C(OCC)(=O)C. The product is [Cl:21][C:16]1[CH:15]=[C:14]([NH:13][C:7]2[C:6]3[C:11](=[CH:12][C:3]([C:28]#[C:27][C:26]([CH3:29])([N:30]4[CH2:31][CH2:32][N:33]([CH3:36])[CH2:34][CH2:35]4)[CH3:25])=[C:4]([N+:22]([O-:24])=[O:23])[CH:5]=3)[N:10]=[CH:9][N:8]=2)[CH:19]=[CH:18][C:17]=1[F:20]. The yield is 0.500. (5) The reactants are Cl[C:2]1[N:7]2[N:8]=[CH:9][CH:10]=[C:6]2[N:5]=[C:4]([S:11][CH3:12])[N:3]=1.[CH:13]1([NH2:16])[CH2:15][CH2:14]1.O. The catalyst is CN1C(=O)CCC1. The product is [CH:13]1([NH:16][C:2]2[N:7]3[N:8]=[CH:9][CH:10]=[C:6]3[N:5]=[C:4]([S:11][CH3:12])[N:3]=2)[CH2:15][CH2:14]1. The yield is 0.790. (6) The reactants are [F:1][C:2]1[C:3]([NH2:17])=[N:4][C:5]([O:8][CH2:9][C:10]2[CH:15]=[CH:14][C:13]([F:16])=[CH:12][CH:11]=2)=[N:6][CH:7]=1.CN1CCOCC1.[CH2:25]([O:27][C:28](=[O:32])[C:29](Cl)=[O:30])[CH3:26]. The catalyst is C(Cl)Cl. The product is [CH2:25]([O:27][C:28](=[O:32])[C:29]([NH:17][C:3]1[C:2]([F:1])=[CH:7][N:6]=[C:5]([O:8][CH2:9][C:10]2[CH:11]=[CH:12][C:13]([F:16])=[CH:14][CH:15]=2)[N:4]=1)=[O:30])[CH3:26]. The yield is 0.500.